Dataset: Peptide-MHC class II binding affinity with 134,281 pairs from IEDB. Task: Regression. Given a peptide amino acid sequence and an MHC pseudo amino acid sequence, predict their binding affinity value. This is MHC class II binding data. (1) The peptide sequence is EQKYFAATQFEPLAA. The MHC is HLA-DPA10201-DPB11401 with pseudo-sequence HLA-DPA10201-DPB11401. The binding affinity (normalized) is 0.684. (2) The peptide sequence is TNEFISFLLLTSIPIYNILFW. The MHC is DRB1_0101 with pseudo-sequence DRB1_0101. The binding affinity (normalized) is 0.424. (3) The peptide sequence is AVDDYAGYLLDKNQSDLVTN. The MHC is DRB1_0301 with pseudo-sequence QEFFIASGAAVDAIMESSYDYFDLQKRNYHVVFT. The binding affinity (normalized) is 0.655.